Dataset: Reaction yield outcomes from USPTO patents with 853,638 reactions. Task: Predict the reaction yield, written as a fraction of the theoretical maximum amount of product (1.0 means a 100% yield; for example, 0.34 means a 34% yield). (1) The reactants are F[C:2]1[CH:7]=[CH:6][CH:5]=[CH:4][C:3]=1[CH2:8][C:9](=[O:15])[C:10]([O:12][CH2:13][CH3:14])=[O:11].[Cl:16]C1C=CC(CCl)=CC=1.[Mg].C(OCC)(=O)C(OCC)=O. No catalyst specified. The product is [Cl:16][C:6]1[CH:5]=[CH:4][C:3]([CH2:8][C:9](=[O:15])[C:10]([O:12][CH2:13][CH3:14])=[O:11])=[CH:2][CH:7]=1. The yield is 0.740. (2) The reactants are Cl[C:2]1[N:7]2[N:8]=[C:9]([CH3:11])[CH:10]=[C:6]2[N:5]=[C:4]([NH:12][C:13](=[O:25])[C:14]2[CH:19]=[CH:18][C:17]([O:20][C:21]([F:24])([F:23])[F:22])=[CH:16][CH:15]=2)[CH:3]=1.Cl.[NH:27]1[CH2:32][CH2:31][CH:30]([NH:33][C:34]([NH2:36])=[O:35])[CH2:29][CH2:28]1.C(N(CC)C(C)C)(C)C. The catalyst is CN(C=O)C.CS(C)=O.CO. The product is [CH3:11][C:9]1[CH:10]=[C:6]2[N:5]=[C:4]([NH:12][C:13](=[O:25])[C:14]3[CH:19]=[CH:18][C:17]([O:20][C:21]([F:24])([F:23])[F:22])=[CH:16][CH:15]=3)[CH:3]=[C:2]([N:27]3[CH2:32][CH2:31][CH:30]([NH:33][C:34]([NH2:36])=[O:35])[CH2:29][CH2:28]3)[N:7]2[N:8]=1. The yield is 0.390. (3) The product is [C:13]12([CH:23]([OH:52])[CH2:24][N:25]3[C:30](=[O:31])[C:29]([CH2:32][C:33]4[CH:34]=[CH:35][C:36]([C:39]5[CH:44]=[CH:43][CH:42]=[CH:41][C:40]=5[C:45]5[NH:3][C:4](=[O:7])[O:5][N:46]=5)=[CH:37][CH:38]=4)=[C:28]([CH2:47][CH2:48][CH2:49][CH3:50])[N:27]=[C:26]3[CH3:51])[CH2:20][CH:19]3[CH2:21][CH:15]([CH2:16][CH:17]([CH2:18]3)[CH2:22]1)[CH2:14]2. The yield is 0.240. The reactants are [Cl-].O[NH3+:3].[C:4](=[O:7])([O-])[OH:5].[Na+].CS(C)=O.[C:13]12([CH:23]([O:52][Si](C(C)(C)C)(C)C)[CH2:24][N:25]3[C:30](=[O:31])[C:29]([CH2:32][C:33]4[CH:38]=[CH:37][C:36]([C:39]5[C:40]([C:45]#[N:46])=[CH:41][CH:42]=[CH:43][CH:44]=5)=[CH:35][CH:34]=4)=[C:28]([CH2:47][CH2:48][CH2:49][CH3:50])[N:27]=[C:26]3[CH3:51])[CH2:22][CH:17]3[CH2:18][CH:19]([CH2:21][CH:15]([CH2:16]3)[CH2:14]1)[CH2:20]2. The catalyst is C(OCC)(=O)C. (4) The reactants are [Si]([O:8][CH2:9][C:10]1[C:11]([C:16](=O)/[CH:17]=[CH:18]/[N:19](C)C)=[N:12][CH:13]=[CH:14][CH:15]=1)(C(C)(C)C)(C)C.Cl.[CH:24]([NH:27][NH2:28])([CH3:26])[CH3:25].Cl.[CH3:30][CH2:31][OH:32]. No catalyst specified. The product is [CH:24]([N:27]1[C:16]([C:11]2[C:10]([CH2:9][OH:8])=[CH:15][CH:14]=[CH:13][N:12]=2)=[CH:17][CH:18]=[N:19]1)([CH3:26])[CH3:25].[CH:24]([N:27]1[CH:14]=[CH:15][C:10]([C:11]2[CH:16]=[CH:17][C:30]([CH2:31][OH:32])=[CH:13][N:12]=2)=[N:28]1)([CH3:26])[CH3:25]. The yield is 0.710. (5) The reactants are [Cl:1][C:2]1[N:7]2[N:8]=[C:9]([C:11]3[CH:16]=[CH:15][CH:14]=[C:13]([Cl:17])[CH:12]=3)[CH:10]=[C:6]2[N:5]=[C:4]([CH3:18])[C:3]=1[CH:19]([OH:24])[C:20]([O:22][CH3:23])=[O:21].CC(OI1(OC(C)=O)(OC(C)=O)OC(=O)C2C1=CC=CC=2)=O. The catalyst is C(Cl)Cl.C(OCC)(=O)C. The product is [Cl:1][C:2]1[N:7]2[N:8]=[C:9]([C:11]3[CH:16]=[CH:15][CH:14]=[C:13]([Cl:17])[CH:12]=3)[CH:10]=[C:6]2[N:5]=[C:4]([CH3:18])[C:3]=1[C:19](=[O:24])[C:20]([O:22][CH3:23])=[O:21]. The yield is 0.760.